This data is from Catalyst prediction with 721,799 reactions and 888 catalyst types from USPTO. The task is: Predict which catalyst facilitates the given reaction. (1) Reactant: [N:1]1[CH:6]=[CH:5][CH:4]=[C:3]2[CH2:7][NH:8][CH2:9][C:2]=12.N12CCCN=C1CCCCC2.[F:21][CH:22]([F:30])[CH:23]=[CH:24][C:25]([O:27][CH2:28][CH3:29])=[O:26]. Product: [F:21][CH:22]([F:30])[CH:23]([N:8]1[CH2:7][C:3]2[C:2](=[N:1][CH:6]=[CH:5][CH:4]=2)[CH2:9]1)[CH2:24][C:25]([O:27][CH2:28][CH3:29])=[O:26]. The catalyst class is: 10. (2) Reactant: N#N.[CH3:3][C:4]1[O:5][C:6]([C:12]2[CH:13]=[C:14]([CH3:18])[CH:15]=[CH:16][CH:17]=2)=[C:7]([C:9]([OH:11])=O)[N:8]=1.C1C=CC2N(O)N=NC=2C=1.CCN=C=NCCCN(C)C.Cl.CCN(C(C)C)C(C)C.[C:50]([O:56][C:57]1([C:60]2[N:61]=[C:62]([CH2:65][N:66]3[N:70]=[C:69]([NH2:71])[CH:68]=[N:67]3)[O:63][CH:64]=2)[CH2:59][CH2:58]1)(=[O:55])[C:51]([CH3:54])([CH3:53])[CH3:52]. Product: [C:50]([O:56][C:57]1([C:60]2[N:61]=[C:62]([CH2:65][N:66]3[N:70]=[C:69]([NH:71][C:9]([C:7]4[N:8]=[C:4]([CH3:3])[O:5][C:6]=4[C:12]4[CH:13]=[C:14]([CH3:18])[CH:15]=[CH:16][CH:17]=4)=[O:11])[CH:68]=[N:67]3)[O:63][CH:64]=2)[CH2:59][CH2:58]1)(=[O:55])[C:51]([CH3:54])([CH3:53])[CH3:52]. The catalyst class is: 64. (3) Reactant: [N:1]([C:4]1[CH:9]=[CH:8][C:7]([CH2:10]O)=[CH:6][C:5]=1[I:12])=[N+:2]=[N-:3].C(N(CC)CC)C.CS([Cl:24])(=O)=O. Product: [N:1]([C:4]1[CH:9]=[CH:8][C:7]([CH2:10][Cl:24])=[CH:6][C:5]=1[I:12])=[N+:2]=[N-:3]. The catalyst class is: 4. (4) Reactant: [F:1][C:2]1[CH:7]=[CH:6][CH:5]=[CH:4][C:3]=1[CH2:8][CH2:9][C:10]#[N:11]. Product: [F:1][C:2]1[CH:7]=[CH:6][CH:5]=[CH:4][C:3]=1[CH2:8][CH2:9][CH2:10][NH2:11]. The catalyst class is: 7. (5) Reactant: [F:1][C:2]1[CH:3]=[CH:4][C:5]([N+:15]([O-])=O)=[C:6]([NH:8][C:9]2[CH:14]=[CH:13][CH:12]=[CH:11][CH:10]=2)[CH:7]=1. Product: [F:1][C:2]1[CH:7]=[C:6]([NH:8][C:9]2[CH:14]=[CH:13][CH:12]=[CH:11][CH:10]=2)[C:5]([NH2:15])=[CH:4][CH:3]=1. The catalyst class is: 25.